Dataset: Full USPTO retrosynthesis dataset with 1.9M reactions from patents (1976-2016). Task: Predict the reactants needed to synthesize the given product. (1) The reactants are: [N+:1]([O-:4])([O-])=[O:2].[NH4+].[CH2:6]([O:8][C:9]1[N:19]=[CH:18][CH:17]=[CH:16][C:10]=1[C:11]([O:13][CH2:14][CH3:15])=[O:12])[CH3:7]. Given the product [CH2:6]([O:8][C:9]1[N:19]=[CH:18][C:17]([N+:1]([O-:4])=[O:2])=[CH:16][C:10]=1[C:11]([O:13][CH2:14][CH3:15])=[O:12])[CH3:7], predict the reactants needed to synthesize it. (2) Given the product [NH2:2][C:1]([C:3]1[C:12]([O:27][CH:26]([CH3:17])[CH2:25][CH3:20])=[CH:11][C:6]([C:7]([OH:9])=[O:8])=[C:5]([CH3:14])[CH:4]=1)=[O:35], predict the reactants needed to synthesize it. The reactants are: [C:1]([C:3]1[C:12](I)=[CH:11][C:6]([C:7]([O:9]C)=[O:8])=[C:5]([CH3:14])[CH:4]=1)#[N:2].C([C:17]1[C:26]([OH:27])=[CH:25][C:20](C(OC)=O)=C(C)C=1)#N.C1([OH:35])C=CC=CC=1.BrC(CC)C. (3) Given the product [Cl:3][C:22]1[N:17]2[N:16]=[C:15]([CH3:31])[C:14]([C:7]3[C:8]([CH3:13])=[CH:9][C:10]([CH3:12])=[CH:11][C:6]=3[CH3:32])=[C:18]2[N:19]=[C:20]([CH3:30])[C:21]=1[CH2:24][C:25]([O:27][CH2:28][CH3:29])=[O:26], predict the reactants needed to synthesize it. The reactants are: P(Cl)(Cl)([Cl:3])=O.[C:6]1([CH3:32])[CH:11]=[C:10]([CH3:12])[CH:9]=[C:8]([CH3:13])[C:7]=1[C:14]1[C:15]([CH3:31])=[N:16][N:17]2[C:22](=O)[C:21]([CH2:24][C:25]([O:27][CH2:28][CH3:29])=[O:26])=[C:20]([CH3:30])[NH:19][C:18]=12.C(=O)(O)[O-].[Na+]. (4) Given the product [CH:8]([C@H:10]1[CH2:14][CH2:13][CH2:12][C@@H:11]1[NH:15][C:17](=[O:18])[O:19][CH2:20][C:21]1[CH:26]=[CH:25][CH:24]=[CH:23][CH:22]=1)=[CH2:9], predict the reactants needed to synthesize it. The reactants are: FC(F)(F)C(O)=O.[CH:8]([C@H:10]1[CH2:14][CH2:13][CH2:12][C@@H:11]1[NH2:15])=[CH2:9].Cl[C:17]([O:19][CH2:20][C:21]1[CH:26]=[CH:25][CH:24]=[CH:23][CH:22]=1)=[O:18]. (5) Given the product [CH2:1]([O:8][C:9]1[CH:13]=[C:12](/[CH:14]=[CH:25]/[C:26]([O:28][CH2:29][CH3:30])=[O:27])[N:11]([CH3:16])[N:10]=1)[C:2]1[CH:7]=[CH:6][CH:5]=[CH:4][CH:3]=1, predict the reactants needed to synthesize it. The reactants are: [CH2:1]([O:8][C:9]1[CH:13]=[C:12]([CH:14]=O)[N:11]([CH3:16])[N:10]=1)[C:2]1[CH:7]=[CH:6][CH:5]=[CH:4][CH:3]=1.C(OP([CH2:25][C:26]([O:28][CH2:29][CH3:30])=[O:27])(OCC)=O)C.CN(C)C=O.[H-].[Na+]. (6) Given the product [CH3:43][S:42][C:39]1[S:38][C:37]([C:17]2[CH:18]=[C:19]3[C:14](=[CH:15][CH:16]=2)[N:13]([C:29]([O:31][C:32]([CH3:33])([CH3:34])[CH3:35])=[O:30])[CH:12]=[C:11]3[C:3]2[CH:2]=[N:1][C:10]3[C:5]([CH:4]=2)=[CH:6][CH:7]=[CH:8][CH:9]=3)=[N:41][N:40]=1, predict the reactants needed to synthesize it. The reactants are: [N:1]1[C:10]2[C:5](=[CH:6][CH:7]=[CH:8][CH:9]=2)[CH:4]=[C:3]([C:11]2[C:19]3[C:14](=[CH:15][CH:16]=[C:17](B4OC(C)(C)C(C)(C)O4)[CH:18]=3)[N:13]([C:29]([O:31][C:32]([CH3:35])([CH3:34])[CH3:33])=[O:30])[CH:12]=2)[CH:2]=1.Br[C:37]1[S:38][C:39]([S:42][CH3:43])=[N:40][N:41]=1.C(=O)([O-])[O-].[K+].[K+].O. (7) Given the product [NH2:23][CH:20]1[CH2:19][CH2:18][N:17]([CH2:16][CH:13]2[N:5]3[C:6](=[O:12])[CH:7]=[N:8][C:9]4[CH:10]=[CH:11][C:2]([Cl:1])=[C:3]([C:4]=43)[O:15][CH2:14]2)[CH2:22][CH2:21]1, predict the reactants needed to synthesize it. The reactants are: [Cl:1][C:2]1[CH:11]=[CH:10][C:9]2[N:8]=[CH:7][C:6](=[O:12])[N:5]3[CH:13]([CH2:16][N:17]4[CH2:22][CH2:21][CH:20]([NH:23]C(=O)OC(C)(C)C)[CH2:19][CH2:18]4)[CH2:14][O:15][C:3]=1[C:4]=23.FC(F)(F)C(O)=O.